Predict which catalyst facilitates the given reaction. From a dataset of Catalyst prediction with 721,799 reactions and 888 catalyst types from USPTO. (1) Reactant: [CH3:1][O:2][C:3]1[CH:4]=[C:5]([NH2:9])[CH:6]=[CH:7][CH:8]=1.Br[CH2:11][CH2:12][CH2:13][CH2:14]Br.C(N(C(C)C)CC)(C)C. Product: [CH3:1][O:2][C:3]1[CH:4]=[C:5]([N:9]2[CH2:14][CH2:13][CH2:12][CH2:11]2)[CH:6]=[CH:7][CH:8]=1. The catalyst class is: 11. (2) Reactant: O.[O:2]=[CH:3][C@@H:4]([C@H:6]([C@@H:8]([C@@H:10]([CH2:12][OH:13])[OH:11])[OH:9])[OH:7])[OH:5].[C:14]([OH:26])(=[O:25])[CH2:15][C:16]([CH2:21][C:22]([OH:24])=[O:23])([C:18]([OH:20])=[O:19])[OH:17].[NH3:27].[SiH4]. Product: [C:14]([O-:26])(=[O:25])[CH2:15][C:16]([CH2:21][C:22]([O-:24])=[O:23])([C:18]([O-:20])=[O:19])[OH:17].[NH4+:27].[NH4+:27].[NH4+:27].[O:2]=[CH:3][C@@H:4]([C@H:6]([C@@H:8]([C@@H:10]([CH2:12][OH:13])[OH:11])[OH:9])[OH:7])[OH:5]. The catalyst class is: 6.